Dataset: Catalyst prediction with 721,799 reactions and 888 catalyst types from USPTO. Task: Predict which catalyst facilitates the given reaction. (1) Reactant: Cl[C:2]1[N:7]=[CH:6][N:5]=[C:4]([N:8]([CH2:16][C:17]2[CH:22]=[CH:21][C:20]([O:23][CH3:24])=[CH:19][CH:18]=2)[CH2:9][CH2:10][CH2:11][C:12]([O:14][CH3:15])=[O:13])[C:3]=1[CH:25]=[O:26].[CH3:27][C:28]1[CH:29]=[C:30]([CH:32]=[CH:33][C:34]=1[O:35][C:36]1[CH:37]=[N:38][C:39]([CH3:42])=[CH:40][CH:41]=1)[NH2:31].C(=O)([O-])[O-].[K+].[K+].O. Product: [CH:25]([C:3]1[C:4]([N:8]([CH2:16][C:17]2[CH:22]=[CH:21][C:20]([O:23][CH3:24])=[CH:19][CH:18]=2)[CH2:9][CH2:10][CH2:11][C:12]([O:14][CH3:15])=[O:13])=[N:5][CH:6]=[N:7][C:2]=1[NH:31][C:30]1[CH:32]=[CH:33][C:34]([O:35][C:36]2[CH:37]=[N:38][C:39]([CH3:42])=[CH:40][CH:41]=2)=[C:28]([CH3:27])[CH:29]=1)=[O:26]. The catalyst class is: 9. (2) Reactant: [OH:1][C:2]1[CH:7]=[CH:6][CH:5]=[CH:4][C:3]=1[C:8]1[N:17]=[C:16]([N:18]2[CH2:23][CH2:22][CH2:21][C@H:20]([CH2:24][NH:25]C(=O)OCC3C=CC=CC=3)[CH2:19]2)[C:15]2[C:10](=[CH:11][C:12]([CH3:36])=[CH:13][CH:14]=2)[N:9]=1. Product: [NH2:25][CH2:24][C@H:20]1[CH2:21][CH2:22][CH2:23][N:18]([C:16]2[C:15]3[C:10](=[CH:11][C:12]([CH3:36])=[CH:13][CH:14]=3)[N:9]=[C:8]([C:3]3[CH:4]=[CH:5][CH:6]=[CH:7][C:2]=3[OH:1])[N:17]=2)[CH2:19]1. The catalyst class is: 256.